This data is from Forward reaction prediction with 1.9M reactions from USPTO patents (1976-2016). The task is: Predict the product of the given reaction. (1) Given the reactants [Cl:1][C:2]1[CH:3]=[C:4]([C:8]2[N:16]=[C:15]([C:17]#[N:18])[N:14]=[C:13]3[C:9]=2[N:10]([CH2:19][C@H:20]2[CH2:25][CH2:24][C@H:23]([CH3:26])[CH2:22][CH2:21]2)[CH:11]=[N:12]3)[CH:5]=[N:6][CH:7]=1.CC1(C)CCCC(C)(C)N1[Mg]Cl.[Cl-].[Li+].[O:41]1[CH2:44][C:43](=[O:45])[CH2:42]1, predict the reaction product. The product is: [Cl:1][C:2]1[CH:3]=[C:4]([C:8]2[N:16]=[C:15]([C:17]#[N:18])[N:14]=[C:13]3[C:9]=2[N:10]([CH2:19][C@H:20]2[CH2:25][CH2:24][C@H:23]([CH3:26])[CH2:22][CH2:21]2)[C:11]([C:43]2([OH:45])[CH2:44][O:41][CH2:42]2)=[N:12]3)[CH:5]=[N:6][CH:7]=1. (2) Given the reactants C[Mg]Br.[CH2:4](OCC)C.C[Si]([N-][Si](C)(C)C)(C)C.[Li+].C(=O)=O.CC(C)=O.[O:26]1[CH:30]=[CH:29][CH:28]=[C:27]1/[CH:31]=[C:32](\[C:38]1[CH:43]=[CH:42][N:41]=[CH:40][CH:39]=1)/[C:33]([O:35]CC)=O, predict the reaction product. The product is: [O:26]1[CH:30]=[CH:29][CH:28]=[C:27]1/[CH:31]=[C:32](\[C:38]1[CH:39]=[CH:40][N:41]=[CH:42][CH:43]=1)/[C:33](=[O:35])[CH3:4]. (3) Given the reactants [OH-].[Na+].[CH:3]1([C:6]2[CH:7]=[CH:8][CH:9]=[C:10]3[C:15]=2[N:14]=[C:13]([C:16]([N:18]2[CH2:23][CH2:22][C:21]4([CH2:32][C:31](=[O:33])[C:30]5[C:25](=[CH:26][CH:27]=[C:28]([C:34]6[CH:35]=[N:36][N:37]([CH3:39])[CH:38]=6)[CH:29]=5)[O:24]4)[CH2:20][CH2:19]2)=[O:17])[CH:12]=[C:11]3[C:40]2[CH:49]=[CH:48][C:43]([C:44]([O:46]C)=[O:45])=[CH:42][CH:41]=2)[CH2:5][CH2:4]1.CO.Cl, predict the reaction product. The product is: [CH:3]1([C:6]2[CH:7]=[CH:8][CH:9]=[C:10]3[C:15]=2[N:14]=[C:13]([C:16]([N:18]2[CH2:19][CH2:20][C:21]4([CH2:32][C:31](=[O:33])[C:30]5[C:25](=[CH:26][CH:27]=[C:28]([C:34]6[CH:35]=[N:36][N:37]([CH3:39])[CH:38]=6)[CH:29]=5)[O:24]4)[CH2:22][CH2:23]2)=[O:17])[CH:12]=[C:11]3[C:40]2[CH:49]=[CH:48][C:43]([C:44]([OH:46])=[O:45])=[CH:42][CH:41]=2)[CH2:5][CH2:4]1. (4) Given the reactants [NH2:1][C:2]1[CH:7]=[CH:6][CH:5]=[CH:4][CH:3]=1.[C:8]([OH:11])(=[O:10])C.[CH:12]([CH:14]([CH2:24][CH:25]1[CH:30]=[CH:29][C:28](OC)=[CH:27][C:26]1=C=O)[CH2:15][CH2:16][CH2:17][CH2:18][C:19]([O:21][CH2:22]C)=[O:20])=O.[C:35](O[BH-](OC(=O)C)OC(=O)C)(=O)C.[Na+], predict the reaction product. The product is: [NH:1]([CH2:12][CH:14]([CH2:24][C:25]1[CH:26]=[CH:27][C:28]([C:8]([O:11][CH3:35])=[O:10])=[CH:29][CH:30]=1)[CH2:15][CH2:16][CH2:17][CH2:18][C:19]([O:21][CH3:22])=[O:20])[C:2]1[CH:7]=[CH:6][CH:5]=[CH:4][CH:3]=1.